Dataset: Catalyst prediction with 721,799 reactions and 888 catalyst types from USPTO. Task: Predict which catalyst facilitates the given reaction. (1) Reactant: [CH3:1][C:2]([C:4]1[CH:9]=[CH:8][CH:7]=[C:6]([NH2:10])[CH:5]=1)=[O:3].N1C=CC=CC=1.[CH2:17]([S:20](Cl)(=[O:22])=[O:21])[CH2:18][CH3:19].O. Product: [C:2]([C:4]1[CH:5]=[C:6]([NH:10][S:20]([CH2:17][CH2:18][CH3:19])(=[O:22])=[O:21])[CH:7]=[CH:8][CH:9]=1)(=[O:3])[CH3:1]. The catalyst class is: 4. (2) Reactant: [CH2:1]([N:5]1[N:9]=[C:8]([C:10]2[CH:15]=[CH:14][C:13]([F:16])=[CH:12][CH:11]=2)[C:7]([CH3:17])=[N:6]1)[CH2:2][C:3]#[CH:4].Br[C:19]1[CH:24]=[CH:23][CH:22]=[CH:21][N:20]=1. Product: [F:16][C:13]1[CH:12]=[CH:11][C:10]([C:8]2[C:7]([CH3:17])=[N:6][N:5]([CH2:1][CH2:2][C:3]#[C:4][C:19]3[CH:24]=[CH:23][CH:22]=[CH:21][N:20]=3)[N:9]=2)=[CH:15][CH:14]=1. The catalyst class is: 17. (3) Product: [Cl:26][C:22]1[CH:21]=[C:20]([NH:19][C:5]2[C:4]3[C:9](=[C:10]([C:12]([N:14]([CH3:15])[CH3:16])=[O:13])[CH:11]=[C:2]([NH:1][CH2:33][C:29]4[CH:28]=[N:27][CH:32]=[CH:31][CH:30]=4)[CH:3]=3)[N:8]=[CH:7][C:6]=2[C:17]#[N:18])[CH:25]=[CH:24][CH:23]=1. The catalyst class is: 14. Reactant: [NH2:1][C:2]1[CH:3]=[C:4]2[C:9](=[C:10]([C:12]([N:14]([CH3:16])[CH3:15])=[O:13])[CH:11]=1)[N:8]=[CH:7][C:6]([C:17]#[N:18])=[C:5]2[NH:19][C:20]1[CH:25]=[CH:24][CH:23]=[C:22]([Cl:26])[CH:21]=1.[N:27]1[CH:32]=[CH:31][CH:30]=[C:29]([CH:33]=O)[CH:28]=1.[BH3-]C#N.[Na+].